This data is from Catalyst prediction with 721,799 reactions and 888 catalyst types from USPTO. The task is: Predict which catalyst facilitates the given reaction. (1) Reactant: [CH2:1]([O:8][C:9]1[C:10]([C:17]([O:19]CC)=[O:18])=[N:11][C:12]([CH3:16])=[N:13][C:14]=1[OH:15])[C:2]1[CH:7]=[CH:6][CH:5]=[CH:4][CH:3]=1.[OH-].[K+]. Product: [CH2:1]([O:8][C:9]1[C:10]([C:17]([OH:19])=[O:18])=[N:11][C:12]([CH3:16])=[N:13][C:14]=1[OH:15])[C:2]1[CH:3]=[CH:4][CH:5]=[CH:6][CH:7]=1. The catalyst class is: 5. (2) Reactant: [Br:1]N1C(=O)CCC1=O.[NH2:9][C:10]1[N:17]=[C:16]([C:18]2[O:19][CH:20]=[CH:21][CH:22]=2)[CH:15]=[CH:14][C:11]=1[C:12]#[N:13].C(=O)([O-])[O-].[K+].[K+]. Product: [NH2:9][C:10]1[N:17]=[C:16]([C:18]2[O:19][CH:20]=[CH:21][CH:22]=2)[C:15]([Br:1])=[CH:14][C:11]=1[C:12]#[N:13]. The catalyst class is: 42.